From a dataset of Catalyst prediction with 721,799 reactions and 888 catalyst types from USPTO. Predict which catalyst facilitates the given reaction. (1) Reactant: [F:1][C:2]1[N:7]=[CH:6][C:5]([OH:8])=[CH:4][CH:3]=1.C([O-])([O-])=O.[Na+].[Na+].[I:15]I. Product: [F:1][C:2]1[N:7]=[C:6]([I:15])[C:5]([OH:8])=[CH:4][CH:3]=1. The catalyst class is: 20. (2) Reactant: [CH3:1][CH:2]1[C:11](=O)[N:10]2[CH:13]3[CH2:18][CH2:17][N:16]([C:19]([O:21][CH2:22][CH3:23])=[O:20])[CH2:15][CH:14]3[C:8]3[C:9]2=[C:4]([CH:5]=[CH:6][CH:7]=3)[N:3]1[C:24]([O:26][CH2:27][CH3:28])=[O:25].Cl. Product: [CH3:1][CH:2]1[CH2:11][N:10]2[CH:13]3[CH2:18][CH2:17][N:16]([C:19]([O:21][CH2:22][CH3:23])=[O:20])[CH2:15][CH:14]3[C:8]3[C:9]2=[C:4]([CH:5]=[CH:6][CH:7]=3)[N:3]1[C:24]([O:26][CH2:27][CH3:28])=[O:25]. The catalyst class is: 20. (3) The catalyst class is: 15. Product: [CH2:31]([N:17]1[CH2:18][CH2:19][C:20]2[C:25](=[CH:24][CH:23]=[CH:22][CH:21]=2)[CH:16]1[C:26]([O:28][CH2:29][CH3:30])=[O:27])[C:32]1[CH:37]=[CH:36][CH:35]=[CH:34][CH:33]=1. Reactant: C(O[BH-](OC(=O)C)OC(=O)C)(=O)C.[Na+].Cl.[CH:16]1([C:26]([O:28][CH2:29][CH3:30])=[O:27])[C:25]2[C:20](=[CH:21][CH:22]=[CH:23][CH:24]=2)[CH2:19][CH2:18][NH:17]1.[CH:31](=O)[C:32]1[CH:37]=[CH:36][CH:35]=[CH:34][CH:33]=1.[OH-].[Na+]. (4) Reactant: Cl.[NH2:2][C:3]1[CH:4]=[CH:5][C:6]([CH3:22])=[C:7]([NH:9][C:10]([C:12]2[CH:13]=[C:14]3[C:19](=[CH:20][CH:21]=2)[N:18]=[CH:17][CH:16]=[N:15]3)=[O:11])[CH:8]=1.[C:23]([N:27]1[C:31]([C:32](Cl)=[O:33])=[CH:30][C:29]([CH3:35])=[N:28]1)([CH3:26])([CH3:25])[CH3:24].C(N(CC)CC)C. Product: [C:23]([N:27]1[C:31]([C:32]([NH:2][C:3]2[CH:4]=[CH:5][C:6]([CH3:22])=[C:7]([NH:9][C:10]([C:12]3[CH:13]=[C:14]4[C:19](=[CH:20][CH:21]=3)[N:18]=[CH:17][CH:16]=[N:15]4)=[O:11])[CH:8]=2)=[O:33])=[CH:30][C:29]([CH3:35])=[N:28]1)([CH3:26])([CH3:25])[CH3:24]. The catalyst class is: 2. (5) Reactant: [NH:1]1[CH2:6][CH2:5][O:4][CH2:3][CH2:2]1.[F:7][C:8]1[CH:9]=[CH:10][C:11]([O:18][CH3:19])=[C:12]([S:14](Cl)(=[O:16])=[O:15])[CH:13]=1. Product: [F:7][C:8]1[CH:9]=[CH:10][C:11]([O:18][CH3:19])=[C:12]([S:14]([N:1]2[CH2:6][CH2:5][O:4][CH2:3][CH2:2]2)(=[O:15])=[O:16])[CH:13]=1. The catalyst class is: 2. (6) Reactant: Cl.[CH2:2]([NH2:5])[CH2:3][NH2:4].[C:6]([C:9]1O[CH:11]=[CH:12][CH:13]=1)(=O)[CH3:7].C([O-])([O-])=O.[K+].[K+]. Product: [CH3:7][C:6]1[C:9]2[N:4]([CH:11]=[CH:12][CH:13]=2)[CH2:3][CH2:2][N:5]=1. The catalyst class is: 6.